From a dataset of Forward reaction prediction with 1.9M reactions from USPTO patents (1976-2016). Predict the product of the given reaction. (1) Given the reactants [NH2:1][C:2]1[CH:16]=[CH:15][CH:14]=[CH:13][C:3]=1[C:4]([NH:6][CH2:7][CH2:8][CH2:9][C:10]([OH:12])=[O:11])=[O:5].C[Si](Cl)(C)C.C(N(CC)CC)C.[Cl:29][C:30]1[CH:38]=[CH:37][CH:36]=[CH:35][C:31]=1[C:32](Cl)=[O:33].[OH-].[Na+].Cl, predict the reaction product. The product is: [Cl:29][C:30]1[CH:38]=[CH:37][CH:36]=[CH:35][C:31]=1[C:32]([NH:1][C:2]1[CH:16]=[CH:15][CH:14]=[CH:13][C:3]=1[C:4]([NH:6][CH2:7][CH2:8][CH2:9][C:10]([OH:12])=[O:11])=[O:5])=[O:33]. (2) The product is: [C:25]1([C:50]2[CH:51]=[CH:52][CH:53]=[CH:54][CH:55]=2)[CH:30]=[CH:29][CH:28]=[C:27]([C:31]2[O:32][C:33]([CH3:49])=[C:34]([CH2:36][CH2:37][O:13][C:10]3[CH:11]=[CH:12][C:7]([CH2:6][C:5]([O:15][C:16]4[CH:21]=[CH:20][C:19]([F:22])=[C:18]([F:23])[CH:17]=4)([CH3:14])[C:4]([OH:3])=[O:24])=[CH:8][CH:9]=3)[N:35]=2)[CH:26]=1. Given the reactants C([O:3][C:4](=[O:24])[C:5]([O:15][C:16]1[CH:21]=[CH:20][C:19]([F:22])=[C:18]([F:23])[CH:17]=1)([CH3:14])[CH2:6][C:7]1[CH:12]=[CH:11][C:10]([OH:13])=[CH:9][CH:8]=1)C.[C:25]1([C:50]2[CH:55]=[CH:54][CH:53]=[CH:52][CH:51]=2)[CH:30]=[CH:29][CH:28]=[C:27]([C:31]2[O:32][C:33]([CH3:49])=[C:34]([CH2:36][CH2:37]OS(C3C=CC(C)=CC=3)(=O)=O)[N:35]=2)[CH:26]=1.C([O-])([O-])=O.[K+].[K+].[OH-].[Na+], predict the reaction product. (3) Given the reactants [OH:1][CH2:2][CH2:3][C:4]1[CH:46]=[CH:45][CH:44]=[CH:43][C:5]=1[O:6][CH2:7][CH2:8][O:9][CH:10]1[CH:15]([C:16]2[CH:21]=[CH:20][C:19]([O:22][CH2:23][CH2:24][CH2:25][O:26][CH2:27][C:28]3[CH:33]=[CH:32][CH:31]=[CH:30][C:29]=3[O:34][CH3:35])=[CH:18][CH:17]=2)[CH2:14][CH2:13][N:12]([C:36]([O:38][C:39]([CH3:42])([CH3:41])[CH3:40])=[O:37])[CH2:11]1.[N:47]1([C:52](N2C=CN=C2)=[O:53])[CH:51]=[CH:50][N:49]=[CH:48]1, predict the reaction product. The product is: [N:47]1([C:52]([O:1][CH2:2][CH2:3][C:4]2[CH:46]=[CH:45][CH:44]=[CH:43][C:5]=2[O:6][CH2:7][CH2:8][O:9][CH:10]2[CH:15]([C:16]3[CH:17]=[CH:18][C:19]([O:22][CH2:23][CH2:24][CH2:25][O:26][CH2:27][C:28]4[CH:33]=[CH:32][CH:31]=[CH:30][C:29]=4[O:34][CH3:35])=[CH:20][CH:21]=3)[CH2:14][CH2:13][N:12]([C:36]([O:38][C:39]([CH3:41])([CH3:42])[CH3:40])=[O:37])[CH2:11]2)=[O:53])[CH:51]=[CH:50][N:49]=[CH:48]1. (4) Given the reactants C1(C(C2C=CC=CC=2)(C2C=CC=CC=2)[N:8]2[CH:16]=[N:15][C:14]3[C:9]2=[N:10][CH:11]=[N:12][C:13]=3[NH2:17])C=CC=CC=1.[Cl:30][CH2:31][CH2:32][O:33][CH2:34]Cl, predict the reaction product. The product is: [Cl:30][CH2:31][CH2:32][O:33][CH2:34][N:15]1[C:14]2[C:9](=[N:10][CH:11]=[N:12][C:13]=2[NH2:17])[N:8]=[CH:16]1. (5) Given the reactants [Cl:1][C:2]1[C:3]([NH:21][CH:22]2[CH2:24][CH2:23]2)=[N:4][C:5]([NH:8][C:9]2[CH:10]=[C:11]([N:15]3[CH2:19][CH2:18][CH2:17][C:16]3=[O:20])[CH:12]=[CH:13][CH:14]=2)=[N:6][CH:7]=1.[CH3:25][O:26][CH2:27][C:28](Cl)=[O:29].C(=O)([O-])[O-].[K+].[K+].C([O-])(O)=O.[Na+], predict the reaction product. The product is: [Cl:1][C:2]1[C:3]([NH:21][CH:22]2[CH2:23][CH2:24]2)=[N:4][C:5]([N:8]([C:9]2[CH:14]=[CH:13][CH:12]=[C:11]([N:15]3[CH2:19][CH2:18][CH2:17][C:16]3=[O:20])[CH:10]=2)[C:28](=[O:29])[CH2:27][O:26][CH3:25])=[N:6][CH:7]=1.